From a dataset of Forward reaction prediction with 1.9M reactions from USPTO patents (1976-2016). Predict the product of the given reaction. (1) Given the reactants [F:1][C:2]1[C:7]([C:8]2[CH:9]=[N:10][N:11]([CH3:13])[CH:12]=2)=[CH:6][N:5]=[C:4]([NH2:14])[CH:3]=1.C1C(=O)N([Br:22])C(=O)C1, predict the reaction product. The product is: [Br:22][C:3]1[C:4]([NH2:14])=[N:5][CH:6]=[C:7]([C:8]2[CH:9]=[N:10][N:11]([CH3:13])[CH:12]=2)[C:2]=1[F:1]. (2) Given the reactants [Br:1][C:2]1[CH:10]=[CH:9][CH:8]=[C:7]2[C:3]=1[C:4](=[O:12])[C:5](=[O:11])[NH:6]2.[H-].[Na+].[F:15][C:16]1[CH:17]=[C:18]([CH:21]=[CH:22][CH:23]=1)[CH2:19]Br, predict the reaction product. The product is: [Br:1][C:2]1[CH:10]=[CH:9][CH:8]=[C:7]2[C:3]=1[C:4](=[O:12])[C:5](=[O:11])[N:6]2[CH2:19][C:18]1[CH:21]=[CH:22][CH:23]=[C:16]([F:15])[CH:17]=1. (3) Given the reactants Cl[C:2]1[CH:3]=[CH:4][C:5]2[O:14][CH2:13][CH2:12][C:11]3[CH:10]=[C:9]([C:15]4[N:16]([C:20]5[CH:25]=[CH:24][C:23]([F:26])=[CH:22][C:21]=5[F:27])[N:17]=[CH:18][N:19]=4)[S:8][C:7]=3[C:6]=2[N:28]=1.[CH3:29][O:30][CH2:31][CH2:32][NH2:33].CC(C1C=C(C(C)C)C(C2C=CC=CC=2P(C2CCCCC2)C2CCCCC2)=C(C(C)C)C=1)C.CC(C)([O-])C, predict the reaction product. The product is: [F:27][C:21]1[CH:22]=[C:23]([F:26])[CH:24]=[CH:25][C:20]=1[N:16]1[C:15]([C:9]2[S:8][C:7]3[C:6]4[N:28]=[C:2]([NH:33][CH2:32][CH2:31][O:30][CH3:29])[CH:3]=[CH:4][C:5]=4[O:14][CH2:13][CH2:12][C:11]=3[CH:10]=2)=[N:19][CH:18]=[N:17]1.